Predict the reaction yield, written as a fraction of the theoretical maximum amount of product (1.0 means a 100% yield; for example, 0.34 means a 34% yield). From a dataset of Reaction yield outcomes from USPTO patents with 853,638 reactions. (1) The reactants are [NH2:1][C:2]1[CH:3]=[CH:4][CH:5]=[C:6]2[C:11]=1[N:10]=[CH:9][CH:8]=[CH:7]2.[N+:12]([C:15]1[CH:20]=[C:19]([C:21]([F:24])([F:23])[F:22])[CH:18]=[CH:17][C:16]=1[S:25](Cl)(=[O:27])=[O:26])([O-:14])=[O:13]. No catalyst specified. The product is [N+:12]([C:15]1[CH:20]=[C:19]([C:21]([F:22])([F:23])[F:24])[CH:18]=[CH:17][C:16]=1[S:25]([NH:1][C:2]1[CH:3]=[CH:4][CH:5]=[C:6]2[C:11]=1[N:10]=[CH:9][CH:8]=[CH:7]2)(=[O:27])=[O:26])([O-:14])=[O:13]. The yield is 0.990. (2) The product is [F:1][C:2]1[CH:3]=[CH:4][C:5]([OH:28])=[C:6]([C:8]2[CH:13]=[CH:12][CH:11]=[C:10]([S:14]([NH:17][C:18]3[CH:26]=[CH:25][C:21]([C:22]([O:24][CH2:37][CH2:36][O:29][C:30]4[CH:35]=[CH:34][CH:33]=[CH:32][CH:31]=4)=[O:23])=[C:20]([OH:27])[CH:19]=3)(=[O:15])=[O:16])[CH:9]=2)[CH:7]=1. No catalyst specified. The yield is 0.590. The reactants are [F:1][C:2]1[CH:3]=[CH:4][C:5]([OH:28])=[C:6]([C:8]2[CH:13]=[CH:12][CH:11]=[C:10]([S:14]([NH:17][C:18]3[CH:26]=[CH:25][C:21]([C:22]([OH:24])=[O:23])=[C:20]([OH:27])[CH:19]=3)(=[O:16])=[O:15])[CH:9]=2)[CH:7]=1.[O:29]([CH2:36][CH2:37]O)[C:30]1[CH:35]=[CH:34][CH:33]=[CH:32][CH:31]=1. (3) The reactants are [CH3:1][N:2]1[CH2:6][CH2:5][C@@:4]([NH:27]C(=O)OC(C)(C)C)([CH2:7][C:8]#[C:9][C:10]2[CH:15]=[C:14]([C:16]3[CH:21]=[CH:20][CH:19]=[C:18]([O:22][C:23]([F:26])([F:25])[F:24])[CH:17]=3)[CH:13]=[CH:12][N:11]=2)[C:3]1=[O:35].OS(O)(=O)=O.C([O-])([O-])=O.[Na+].[Na+]. The catalyst is O1CCOCC1.C(OCC)(=O)C. The product is [NH2:27][C@@:4]1([CH2:7][C:8]#[C:9][C:10]2[CH:15]=[C:14]([C:16]3[CH:21]=[CH:20][CH:19]=[C:18]([O:22][C:23]([F:26])([F:25])[F:24])[CH:17]=3)[CH:13]=[CH:12][N:11]=2)[CH2:5][CH2:6][N:2]([CH3:1])[C:3]1=[O:35]. The yield is 0.970. (4) The reactants are [Cl:1][C:2]1[C:3]([NH:15][CH:16]2[CH2:26][CH2:25][C:19]3([CH2:24][CH2:23][NH:22][CH2:21][CH2:20]3)[CH2:18][CH2:17]2)=[N:4][C:5]([NH:8][C:9]2[CH:10]=[N:11][N:12]([CH3:14])[CH:13]=2)=[N:6][CH:7]=1.Cl[C:28]1[N:33]=[CH:32][C:31]([C:34]#[N:35])=[CH:30][CH:29]=1.CCN(CC)CC. The catalyst is C(Cl)Cl.CO. The product is [Cl:1][C:2]1[C:3]([NH:15][CH:16]2[CH2:26][CH2:25][C:19]3([CH2:24][CH2:23][N:22]([C:28]4[CH:29]=[CH:30][C:31]([C:34]#[N:35])=[CH:32][N:33]=4)[CH2:21][CH2:20]3)[CH2:18][CH2:17]2)=[N:4][C:5]([NH:8][C:9]2[CH:10]=[N:11][N:12]([CH3:14])[CH:13]=2)=[N:6][CH:7]=1. The yield is 0.390. (5) The reactants are [CH3:1][C:2]1[CH:7]=[CH:6][N:5]=[CH:4][C:3]=1[N:8]1[CH2:12][CH2:11][NH:10][C:9]1=[O:13].Cl[C:15]1[CH:24]=[CH:23][C:22]2[C:17](=[CH:18][CH:19]=[CH:20][CH:21]=2)[N:16]=1.N[C@@H]1CCCC[C@H]1N.C(=O)([O-])[O-].[K+].[K+]. The catalyst is [Cu](I)I.O1CCOCC1. The product is [CH3:1][C:2]1[CH:7]=[CH:6][N:5]=[CH:4][C:3]=1[N:8]1[CH2:12][CH2:11][N:10]([C:15]2[CH:24]=[CH:23][C:22]3[C:17](=[CH:18][CH:19]=[CH:20][CH:21]=3)[N:16]=2)[C:9]1=[O:13]. The yield is 0.408.